From a dataset of Reaction yield outcomes from USPTO patents with 853,638 reactions. Predict the reaction yield, written as a fraction of the theoretical maximum amount of product (1.0 means a 100% yield; for example, 0.34 means a 34% yield). (1) The reactants are [O:1]([CH2:8][C:9]1[CH:14]=[CH:13][C:12]([C:15]2[NH:29][C:18]3=[N:19][C:20]([CH:23]4[CH2:28][CH2:27][NH:26][CH2:25][CH2:24]4)=[CH:21][CH:22]=[C:17]3[N:16]=2)=[CH:11][CH:10]=1)[C:2]1[CH:7]=[CH:6][CH:5]=[CH:4][CH:3]=1.C=O.[C:32](O[BH-](OC(=O)C)OC(=O)C)(=O)C.[Na+].C(Cl)Cl.CCOCC. The catalyst is CO. The product is [CH3:32][N:26]1[CH2:27][CH2:28][CH:23]([C:20]2[N:19]=[C:18]3[NH:29][C:15]([C:12]4[CH:11]=[CH:10][C:9]([CH2:8][O:1][C:2]5[CH:3]=[CH:4][CH:5]=[CH:6][CH:7]=5)=[CH:14][CH:13]=4)=[N:16][C:17]3=[CH:22][CH:21]=2)[CH2:24][CH2:25]1. The yield is 0.870. (2) The reactants are [Br:1][C:2]1[CH:10]=[C:9]2[C:5]([CH2:6][C:7]3([CH2:16][CH2:15][C:14](=O)[CH2:13][CH2:12]3)[C:8]2=[O:11])=[CH:4][CH:3]=1.[F:18][C:19]([F:23])([F:22])[CH2:20][NH2:21].CC(O)=O.[BH-](OC(C)=O)(OC(C)=O)OC(C)=O.[Na+]. The catalyst is ClC(Cl)C. The product is [Br:1][C:2]1[CH:10]=[C:9]2[C:5]([CH2:6][C:7]3([CH2:16][CH2:15][CH:14]([NH:21][CH2:20][C:19]([F:23])([F:22])[F:18])[CH2:13][CH2:12]3)[C:8]2=[O:11])=[CH:4][CH:3]=1. The yield is 0.820.